Task: Predict the product of the given reaction.. Dataset: Forward reaction prediction with 1.9M reactions from USPTO patents (1976-2016) (1) Given the reactants [NH2:1][C:2]1[CH:3]=[C:4]2[C:20](=[O:21])[NH:19][N:18]=[CH:17][C:6]3=[C:7]([C:11]4[CH:16]=[CH:15][CH:14]=[CH:13][CH:12]=4)[NH:8][C:9]([CH:10]=1)=[C:5]23.[C:22]([O:26][C:27]([NH:29][C@@H:30]([CH2:34][CH2:35][C:36]1[CH:41]=[CH:40][CH:39]=[CH:38][CH:37]=1)[C:31](O)=[O:32])=[O:28])([CH3:25])([CH3:24])[CH3:23].C(N(CC)CC)C.F[P-](F)(F)(F)(F)F.N1(OC(N(C)C)=[N+](C)C)C2N=CC=CC=2N=N1, predict the reaction product. The product is: [C:22]([O:26][C:27](=[O:28])[NH:29][C@H:30]([C:31](=[O:32])[NH:1][C:2]1[CH:3]=[C:4]2[C:20](=[O:21])[NH:19][N:18]=[CH:17][C:6]3=[C:7]([C:11]4[CH:12]=[CH:13][CH:14]=[CH:15][CH:16]=4)[NH:8][C:9]([CH:10]=1)=[C:5]23)[CH2:34][CH2:35][C:36]1[CH:41]=[CH:40][CH:39]=[CH:38][CH:37]=1)([CH3:25])([CH3:23])[CH3:24]. (2) Given the reactants [F:1][C:2]1[C:7]([F:8])=[CH:6][CH:5]=[C:4]([N+:9]([O-:11])=[O:10])[C:3]=1[OH:12].[C:13](=O)([O-])[O-].[K+].[K+].IC, predict the reaction product. The product is: [F:8][C:7]1[CH:6]=[CH:5][C:4]([N+:9]([O-:11])=[O:10])=[C:3]([O:12][CH3:13])[C:2]=1[F:1]. (3) Given the reactants [S:1]1[CH:5]=[C:4]([C:6]([OH:8])=O)[CH:3]=[N:2]1.CN(C=O)C.C(Cl)(=O)C(Cl)=O.Cl.[CH3:21][O:22][NH:23][CH3:24].C([O-])([O-])=O.[K+].[K+], predict the reaction product. The product is: [CH3:21][O:22][N:23]([CH3:24])[C:6]([C:4]1[CH:3]=[N:2][S:1][CH:5]=1)=[O:8].